The task is: Predict the reaction yield, written as a fraction of the theoretical maximum amount of product (1.0 means a 100% yield; for example, 0.34 means a 34% yield).. This data is from Reaction yield outcomes from USPTO patents with 853,638 reactions. The reactants are [F:1][C:2]1([F:14])[CH2:7][CH2:6][CH:5]([CH2:8][C:9](OCC)=[O:10])[CH2:4][CH2:3]1.[BH4-].[Li+].[Cl:17][C:18]1[C:19](F)=[CH:20][C:21]([F:31])=[C:22]([CH:30]=1)[C:23]([O:25][C:26]([CH3:29])([CH3:28])[CH3:27])=[O:24].C(=O)([O-])[O-].[Cs+].[Cs+]. The catalyst is O1CCCC1.CO.CS(C)=O.O. The product is [Cl:17][C:18]1[C:19]([O:10][CH2:9][CH2:8][CH:5]2[CH2:6][CH2:7][C:2]([F:1])([F:14])[CH2:3][CH2:4]2)=[CH:20][C:21]([F:31])=[C:22]([CH:30]=1)[C:23]([O:25][C:26]([CH3:29])([CH3:28])[CH3:27])=[O:24]. The yield is 0.290.